The task is: Regression. Given a peptide amino acid sequence and an MHC pseudo amino acid sequence, predict their binding affinity value. This is MHC class II binding data.. This data is from Peptide-MHC class II binding affinity with 134,281 pairs from IEDB. The peptide sequence is IVPPADKYRTFVATF. The MHC is HLA-DQA10101-DQB10501 with pseudo-sequence HLA-DQA10101-DQB10501. The binding affinity (normalized) is 0.0766.